This data is from Full USPTO retrosynthesis dataset with 1.9M reactions from patents (1976-2016). The task is: Predict the reactants needed to synthesize the given product. (1) Given the product [CH3:1][O:2][C:3]1[CH:23]=[CH:22][C:6]2[CH2:7][CH2:8][NH:9][CH2:10][CH2:11][C:5]=2[CH:4]=1, predict the reactants needed to synthesize it. The reactants are: [CH3:1][O:2][C:3]1[CH:23]=[CH:22][C:6]2[CH2:7][CH2:8][N:9](S(C3C=CC(C)=CC=3)(=O)=O)[CH2:10][CH2:11][C:5]=2[CH:4]=1.C(=O)=O.CC(C)=O.[Na]. (2) The reactants are: [F:1][C:2]([F:23])([F:22])[C:3]1[CH:4]=[C:5]([NH:9][C:10]2[NH:11][C:12]([C:15]3[CH:20]=[CH:19][CH:18]=[CH:17][C:16]=3O)=[N:13][N:14]=2)[CH:6]=[CH:7][CH:8]=1.[C:24]([O-:27])([O-])=O.[Cs+].[Cs+].BrC1[CH:32]=[N:33][CH:34]=[N:35][CH:36]=1.CN(C=O)C. Given the product [N:33]1[CH:32]=[C:24]([O:27][C:18]2[CH:19]=[CH:20][C:15]([C:12]3[NH:11][C:10]([NH:9][C:5]4[CH:6]=[CH:7][CH:8]=[C:3]([C:2]([F:23])([F:22])[F:1])[CH:4]=4)=[N:14][N:13]=3)=[CH:16][CH:17]=2)[CH:36]=[N:35][CH:34]=1, predict the reactants needed to synthesize it.